Task: Predict the product of the given reaction.. Dataset: Forward reaction prediction with 1.9M reactions from USPTO patents (1976-2016) (1) Given the reactants [CH3:1][O:2][C:3]1[CH:4]=[C:5]([CH2:9][C:10]([C:12]2[CH:17]=[CH:16][CH:15]=[CH:14][CH:13]=2)=O)[CH:6]=[CH:7][CH:8]=1.[CH2:18]([O:20][C:21]1[CH:22]=[C:23]([CH:26]=[C:27]([N+:30]([O-:32])=[O:31])[C:28]=1[OH:29])[CH:24]=O)[CH3:19].[NH2:33][C:34]([NH2:36])=[O:35].Cl, predict the reaction product. The product is: [CH2:18]([O:20][C:21]1[CH:22]=[C:23]([CH:24]2[C:9]([C:5]3[CH:6]=[CH:7][CH:8]=[C:3]([O:2][CH3:1])[CH:4]=3)=[C:10]([C:12]3[CH:17]=[CH:16][CH:15]=[CH:14][CH:13]=3)[NH:36][C:34](=[O:35])[NH:33]2)[CH:26]=[C:27]([N+:30]([O-:32])=[O:31])[C:28]=1[OH:29])[CH3:19]. (2) Given the reactants [NH2:1][C@H:2]([CH2:5][CH:6]([CH3:8])[CH3:7])[CH2:3][OH:4].C(N(CC)CC)C.Cl[C:17](Cl)([O:19]C(=O)OC(Cl)(Cl)Cl)Cl.[NH4+].[Cl-], predict the reaction product. The product is: [CH2:5]([C@@H:2]1[CH2:3][O:4][C:17](=[O:19])[NH:1]1)[CH:6]([CH3:8])[CH3:7]. (3) Given the reactants C(OC([N:8]1[CH2:17][CH2:16][C:15]2[C:10](=[CH:11][CH:12]=[CH:13][CH:14]=2)[CH:9]1[C:18]([OH:20])=[O:19])=O)(C)(C)C.[C:21](=O)([O-])[O-].[K+].[K+].IC.[ClH:29].O1CCOCC1, predict the reaction product. The product is: [ClH:29].[CH:9]1([C:18]([O:20][CH3:21])=[O:19])[C:10]2[C:15](=[CH:14][CH:13]=[CH:12][CH:11]=2)[CH2:16][CH2:17][NH:8]1. (4) Given the reactants [Cl:1][C:2]1[CH:3]=[C:4]([CH2:9][C@H:10]2[CH2:15][C@H:14]([N:16]3[CH2:21][CH2:20][N:19]([CH2:22][C:23]([NH:25][C:26]4[C:31]([CH3:32])=[CH:30][CH:29]=[CH:28][C:27]=4[CH3:33])=[O:24])[CH2:18][CH2:17]3)[CH2:13][CH2:12][N:11]2C(OCC)=O)[CH:5]=[CH:6][C:7]=1[Cl:8].[OH-].[K+], predict the reaction product. The product is: [Cl:1][C:2]1[CH:3]=[C:4]([CH2:9][C@H:10]2[CH2:15][C@H:14]([N:16]3[CH2:21][CH2:20][N:19]([CH2:22][C:23]([NH:25][C:26]4[C:27]([CH3:33])=[CH:28][CH:29]=[CH:30][C:31]=4[CH3:32])=[O:24])[CH2:18][CH2:17]3)[CH2:13][CH2:12][NH:11]2)[CH:5]=[CH:6][C:7]=1[Cl:8]. (5) Given the reactants [F:1][C:2]1[CH:10]=[C:9]2[C:5]([C:6]([CH:12]=O)=[CH:7][N:8]2[CH3:11])=[CH:4][C:3]=1[C:14]([F:17])([F:16])[F:15].[CH2:18]([CH2:20][NH2:21])[OH:19].[BH4-].[Na+].ClCCl.CO, predict the reaction product. The product is: [F:1][C:2]1[CH:10]=[C:9]2[C:5]([C:6]([CH2:12][NH:21][CH2:20][CH2:18][OH:19])=[CH:7][N:8]2[CH3:11])=[CH:4][C:3]=1[C:14]([F:17])([F:16])[F:15].